From a dataset of Full USPTO retrosynthesis dataset with 1.9M reactions from patents (1976-2016). Predict the reactants needed to synthesize the given product. (1) The reactants are: [CH2:1]([S:3][C:4]1[C:5]([C:10]2[N:25]([CH3:26])[C:13]3=[N:14][CH:15]=[C:16]([C:18]([F:24])([F:23])[C:19]([F:22])([F:21])[F:20])[CH:17]=[C:12]3[N:11]=2)=[N:6][CH:7]=[CH:8][CH:9]=1)[CH3:2].ClC1C=CC=C(C(OO)=[O:35])C=1.C(=O)(O)[O-].[Na+].S([O-])([O-])(=O)=S.[Na+].[Na+]. Given the product [CH2:1]([S:3]([C:4]1[C:5]([C:10]2[N:25]([CH3:26])[C:13]3=[N:14][CH:15]=[C:16]([C:18]([F:24])([F:23])[C:19]([F:20])([F:21])[F:22])[CH:17]=[C:12]3[N:11]=2)=[N:6][CH:7]=[CH:8][CH:9]=1)=[O:35])[CH3:2], predict the reactants needed to synthesize it. (2) Given the product [CH2:5]([O:12][C:13]1[CH:18]=[CH:17][N:16]([C:19]2[CH:20]=[CH:21][C:22]3[C:23]4[CH2:33][N:32]([CH2:1][CH3:2])[CH2:31][CH2:30][CH2:29][C:24]=4[N:25]([CH3:28])[C:26]=3[CH:27]=2)[C:15](=[O:34])[CH:14]=1)[C:6]1[CH:7]=[CH:8][CH:9]=[CH:10][CH:11]=1, predict the reactants needed to synthesize it. The reactants are: [CH:1](=O)[CH3:2].Cl.[CH2:5]([O:12][C:13]1[CH:18]=[CH:17][N:16]([C:19]2[CH:20]=[CH:21][C:22]3[C:23]4[CH2:33][NH:32][CH2:31][CH2:30][CH2:29][C:24]=4[N:25]([CH3:28])[C:26]=3[CH:27]=2)[C:15](=[O:34])[CH:14]=1)[C:6]1[CH:11]=[CH:10][CH:9]=[CH:8][CH:7]=1.C([O-])(O)=O.[Na+]. (3) Given the product [CH3:27][O:26][C:8]1[C:7]([C:6]2[C:2]([CH3:1])=[N:3][O:4][C:5]=2[CH3:28])=[CH:16][C:15]2[N:14]=[CH:13][C:12]3[N:17]=[C:32]([CH2:31][O:30][CH3:29])[N:18]([CH2:19][C:20]4[CH:25]=[CH:24][CH:23]=[CH:22][N:21]=4)[C:11]=3[C:10]=2[CH:9]=1, predict the reactants needed to synthesize it. The reactants are: [CH3:1][C:2]1[C:6]([C:7]2[CH:16]=[C:15]3[C:10]([C:11]([NH:18][CH2:19][C:20]4[CH:25]=[CH:24][CH:23]=[CH:22][N:21]=4)=[C:12]([NH2:17])[CH:13]=[N:14]3)=[CH:9][C:8]=2[O:26][CH3:27])=[C:5]([CH3:28])[O:4][N:3]=1.[CH3:29][O:30][CH2:31][C:32](Cl)=O.C(=O)([O-])O.[Na+].